Task: Predict which catalyst facilitates the given reaction.. Dataset: Catalyst prediction with 721,799 reactions and 888 catalyst types from USPTO (1) The catalyst class is: 49. Reactant: [F-].C([N+](CCCC)(CCCC)CCCC)CCC.[Si]([O:36][CH2:37][CH2:38][O:39][CH2:40][C@H:41]([O:53][C:54]1[N:59]=[CH:58][N:57]=[C:56]2[N:60]([C:63]3[CH:68]=[CH:67][CH:66]=[C:65]([Cl:69])[C:64]=3[Cl:70])[N:61]=[CH:62][C:55]=12)[C:42]([NH:44][C:45]1[CH:50]=[CH:49][C:48]([C:51]#[N:52])=[CH:47][N:46]=1)=[O:43])(C(C)(C)C)(C1C=CC=CC=1)C1C=CC=CC=1.[Cl-].[NH4+]. Product: [C:51]([C:48]1[CH:49]=[CH:50][C:45]([NH:44][C:42](=[O:43])[C@@H:41]([O:53][C:54]2[N:59]=[CH:58][N:57]=[C:56]3[N:60]([C:63]4[CH:68]=[CH:67][CH:66]=[C:65]([Cl:69])[C:64]=4[Cl:70])[N:61]=[CH:62][C:55]=23)[CH2:40][O:39][CH2:38][CH2:37][OH:36])=[N:46][CH:47]=1)#[N:52]. (2) Reactant: [NH2:1][C@@H:2]1[CH2:6][CH2:5][N:4]([CH2:7][C:8]2[C:17]([Cl:18])=[C:16]3[C:11]([C:12](=[O:33])[N:13]([CH2:20][C:21]4[CH:26]=[C:25]([Cl:27])[CH:24]=[CH:23][C:22]=4[S:28]([CH2:31][CH3:32])(=[O:30])=[O:29])[C:14](=[O:19])[NH:15]3)=[CH:10][C:9]=2[C:34]([F:37])([F:36])[F:35])[CH2:3]1.[CH:38]1([C:43](O)=[O:44])[CH2:42][CH2:41][CH2:40][CH2:39]1.CN(C(ON1N=NC2C=CC=NC1=2)=[N+](C)C)C.F[P-](F)(F)(F)(F)F.C1C=CC2N(O)N=NC=2C=1. Product: [Cl:18][C:17]1[C:8]([CH2:7][N:4]2[CH2:5][CH2:6][C@@H:2]([NH:1][C:43]([CH:38]3[CH2:42][CH2:41][CH2:40][CH2:39]3)=[O:44])[CH2:3]2)=[C:9]([C:34]([F:35])([F:36])[F:37])[CH:10]=[C:11]2[C:16]=1[NH:15][C:14](=[O:19])[N:13]([CH2:20][C:21]1[CH:26]=[C:25]([Cl:27])[CH:24]=[CH:23][C:22]=1[S:28]([CH2:31][CH3:32])(=[O:30])=[O:29])[C:12]2=[O:33]. The catalyst class is: 59. (3) Reactant: Br[C:2]1[CH:10]=[C:9]2[C:5]([C:6]([CH3:14])([CH3:13])[C:7](=[O:12])[N:8]2[CH3:11])=[CH:4][CH:3]=1.CC1(C)C(C)(C)OB([C:23]2[CH:24]=[N:25][N:26](C(OC(C)(C)C)=O)[CH:27]=2)O1.C(=O)([O-])[O-].[Na+].[Na+]. The catalyst class is: 294. Product: [CH3:11][N:8]1[C:9]2[C:5](=[CH:4][CH:3]=[C:2]([C:23]3[CH:24]=[N:25][NH:26][CH:27]=3)[CH:10]=2)[C:6]([CH3:14])([CH3:13])[C:7]1=[O:12]. (4) Reactant: [Cl:1][C:2]1[CH:7]=[CH:6][C:5]([O:8][C:9]2[CH:14]=[CH:13][C:12]([CH2:15][CH2:16][O:17][C:18]3[NH:19][CH:20]=[C:21]([CH2:25][C:26]4[CH:27]=[N:28][C:29]([O:32][CH3:33])=[N:30][CH:31]=4)[C:22](=[O:24])[N:23]=3)=[CH:11][CH:10]=2)=[CH:4][C:3]=1[C:34]([F:37])([F:36])[F:35].[CH3:38]CN(C(C)C)C(C)C.CI. Product: [Cl:1][C:2]1[CH:7]=[CH:6][C:5]([O:8][C:9]2[CH:10]=[CH:11][C:12]([CH2:15][CH2:16][O:17][C:18]3[N:19]([CH3:38])[CH:20]=[C:21]([CH2:25][C:26]4[CH:31]=[N:30][C:29]([O:32][CH3:33])=[N:28][CH:27]=4)[C:22](=[O:24])[N:23]=3)=[CH:13][CH:14]=2)=[CH:4][C:3]=1[C:34]([F:37])([F:35])[F:36]. The catalyst class is: 2. (5) Reactant: [N+:1]([CH3:4])([O-:3])=[O:2].C(=O)([O-])[O-].[K+].[K+].[F:11][C:12]1[CH:13]=[C:14]([CH:17]=[C:18]([F:20])[CH:19]=1)[CH:15]=[O:16]. Product: [F:11][C:12]1[CH:13]=[C:14]([CH:15]([OH:16])[CH2:4][N+:1]([O-:3])=[O:2])[CH:17]=[C:18]([F:20])[CH:19]=1. The catalyst class is: 7. (6) Reactant: [C:1]([O:9]CC)(=[O:8])[CH2:2][C:3](OCC)=O.[H-].[Na+].ClC[C:16]1[CH:17]=[N:18][O:19][C:20]=1[C:21]1[CH:26]=[CH:25][C:24]([CH3:27])=[CH:23][CH:22]=1.Cl. Product: [CH3:27][C:24]1[CH:25]=[CH:26][C:21]([C:20]2[O:19][N:18]=[CH:17][C:16]=2[CH2:3][CH2:2][C:1]([OH:9])=[O:8])=[CH:22][CH:23]=1. The catalyst class is: 7. (7) Reactant: [Br:1]N1C(=O)CCC1=O.[CH3:9][C@H:10]([O:15][C:16]1[N:24]=[C:23]2[C:19]([N:20]=[CH:21][N:22]2[CH:25]2[CH2:30][CH2:29][CH2:28][CH2:27][O:26]2)=[C:18]([NH2:31])[N:17]=1)[CH2:11][CH2:12][CH2:13][CH3:14].O. Product: [Br:1][C:21]1[N:22]([CH:25]2[CH2:30][CH2:29][CH2:28][CH2:27][O:26]2)[C:23]2[C:19]([N:20]=1)=[C:18]([NH2:31])[N:17]=[C:16]([O:15][C@@H:10]([CH3:9])[CH2:11][CH2:12][CH2:13][CH3:14])[N:24]=2. The catalyst class is: 22. (8) Reactant: [NH:1]1[CH2:9][CH2:8][CH:4]([C:5]([NH2:7])=[O:6])[CH2:3][CH2:2]1.C(=O)([O-])[O-].[K+].[K+].[I-].[K+].[CH2:18](Br)[C:19]1[CH:24]=[CH:23][CH:22]=[CH:21][CH:20]=1. Product: [CH2:18]([N:1]1[CH2:9][CH2:8][CH:4]([C:5]([NH2:7])=[O:6])[CH2:3][CH2:2]1)[C:19]1[CH:24]=[CH:23][CH:22]=[CH:21][CH:20]=1. The catalyst class is: 10. (9) Reactant: [CH2:1]([C:3]1[CH:4]=[N:5][N:6]([CH3:17])[C:7]=1[C:8]1[CH:9]=[C:10]([C:13]([O:15]C)=[O:14])[S:11][CH:12]=1)[CH3:2].[OH-].[Na+]. Product: [CH2:1]([C:3]1[CH:4]=[N:5][N:6]([CH3:17])[C:7]=1[C:8]1[CH:9]=[C:10]([C:13]([OH:15])=[O:14])[S:11][CH:12]=1)[CH3:2]. The catalyst class is: 7. (10) Reactant: C(OC([NH:8][CH2:9][CH2:10][N:11]1[CH2:15][CH:14]([C:16]2[CH:21]=[CH:20][CH:19]=[CH:18][CH:17]=2)[C:13]([C:22]2[CH:27]=[CH:26][C:25]([Cl:28])=[CH:24][CH:23]=2)=[N:12]1)=O)(C)(C)C.FC(F)(F)C(O)=O. Product: [NH2:8][CH2:9][CH2:10][N:11]1[CH2:15][CH:14]([C:16]2[CH:21]=[CH:20][CH:19]=[CH:18][CH:17]=2)[C:13]([C:22]2[CH:23]=[CH:24][C:25]([Cl:28])=[CH:26][CH:27]=2)=[N:12]1. The catalyst class is: 4.